Dataset: TCR-epitope binding with 47,182 pairs between 192 epitopes and 23,139 TCRs. Task: Binary Classification. Given a T-cell receptor sequence (or CDR3 region) and an epitope sequence, predict whether binding occurs between them. (1) The epitope is RLRAEAQVK. The TCR CDR3 sequence is CSAHRQGRTYEQYF. Result: 1 (the TCR binds to the epitope). (2) The epitope is KPLEFGATSAAL. The TCR CDR3 sequence is CASSASGLGNEQFF. Result: 1 (the TCR binds to the epitope). (3) The epitope is KLSYGIATV. The TCR CDR3 sequence is CASSEVGEQYF. Result: 1 (the TCR binds to the epitope). (4) Result: 1 (the TCR binds to the epitope). The TCR CDR3 sequence is CASGWTSGSRDTQYF. The epitope is LLQTGIHVRVSQPSL. (5) The epitope is SQASSRSSSR. The TCR CDR3 sequence is CAIRSTGVGQPQHF. Result: 0 (the TCR does not bind to the epitope). (6) The epitope is LSDDAVVCFNSTY. The TCR CDR3 sequence is CASSSTGYEQYF. Result: 0 (the TCR does not bind to the epitope). (7) The TCR CDR3 sequence is CASSPESAIRETQYF. Result: 0 (the TCR does not bind to the epitope). The epitope is YEGNSPFHPL.